Dataset: Full USPTO retrosynthesis dataset with 1.9M reactions from patents (1976-2016). Task: Predict the reactants needed to synthesize the given product. (1) Given the product [C:1]([O:5][C:6]([N:8]1[CH2:13][CH2:12][N:11]2[C:14]([CH2:18][CH3:19])=[N:15][CH:16]=[C:10]2[CH:9]1[CH2:20][CH2:21][C:22]1[CH:27]=[C:26]([F:28])[C:25]([C:29]([F:31])([F:32])[F:30])=[CH:24][C:23]=1[F:33])=[O:7])([CH3:2])([CH3:3])[CH3:4], predict the reactants needed to synthesize it. The reactants are: [C:1]([O:5][C:6]([N:8]1[CH2:13][CH2:12][N:11]2[C:14]([CH2:18][CH3:19])=[N:15][C:16](I)=[C:10]2[CH:9]1[CH2:20][CH2:21][C:22]1[CH:27]=[C:26]([F:28])[C:25]([C:29]([F:32])([F:31])[F:30])=[CH:24][C:23]=1[F:33])=[O:7])([CH3:4])([CH3:3])[CH3:2].C(=O)([O-])[O-].[K+].[K+].O. (2) Given the product [C:11](/[C:13](=[CH:9]\[C:3]1[C:2]([Cl:1])=[CH:7][CH:6]=[C:5]([Cl:8])[N:4]=1)/[C:14]([NH:16][CH:17]([C:21]1[CH:26]=[CH:25][C:24]([O:27][CH2:28][CH2:29][N:30]2[CH2:31][CH2:32][O:33][CH2:34][CH2:35]2)=[CH:23][CH:22]=1)[CH2:18][CH2:19][CH3:20])=[O:15])#[N:12], predict the reactants needed to synthesize it. The reactants are: [Cl:1][C:2]1[C:3]([CH:9]=O)=[N:4][C:5]([Cl:8])=[CH:6][CH:7]=1.[C:11]([CH2:13][C:14]([NH:16][CH:17]([C:21]1[CH:26]=[CH:25][C:24]([O:27][CH2:28][CH2:29][N:30]2[CH2:35][CH2:34][O:33][CH2:32][CH2:31]2)=[CH:23][CH:22]=1)[CH2:18][CH2:19][CH3:20])=[O:15])#[N:12].NCCC(O)=O. (3) Given the product [CH2:39]1[CH2:38][O:37][C:36]23[O:41][CH2:42][CH2:29][O:30][C:31]2([C@:32]2([CH2:55][CH2:54][C@H:53]4[C@@H:43]([CH2:44]/[C:45](=[CH:56]\[CH3:1])/[CH:46]5[C@:51]4([CH3:52])[CH2:50][CH2:49][CH2:48][CH2:47]5)[C@@H:34]2[CH2:35]3)[CH3:33])[O:40]1, predict the reactants needed to synthesize it. The reactants are: [CH2:1]1COC23OCCOC2([C@]2(CC[C@H]4[C@@H](CC(=O)C5[C@]4(C)CCCC5)[C@@H]2C3)C)O1.[CH2:29]1[CH2:42][O:41][C:36]23[O:37][CH2:38][CH2:39][O:40][C:31]2([C@:32]2([CH2:55][CH2:54][C@H:53]4[C@@H:43]([CH2:44][C:45](=[CH2:56])[CH:46]5[C@:51]4([CH3:52])[CH2:50][CH2:49][CH2:48][CH2:47]5)[C@@H:34]2[CH2:35]3)[CH3:33])[O:30]1. (4) Given the product [CH:6]([C:5]1[CH:8]=[CH:9][C:2]([O:1][CH2:13][C:14]#[N:15])=[CH:3][CH:4]=1)=[O:7], predict the reactants needed to synthesize it. The reactants are: [OH:1][C:2]1[CH:9]=[CH:8][C:5]([CH:6]=[O:7])=[CH:4][CH:3]=1.[H-].[Na+].Cl[CH2:13][C:14]#[N:15].[Cl-].[NH4+]. (5) The reactants are: [Cl:1][C:2]1[N:3]=[CH:4][C:5]([C:8](OC)=[O:9])=[N:6][CH:7]=1.[H-].C([Al+]CC(C)C)C(C)C.O1CCCC1.Cl.C(=O)(O)[O-].[Na+]. Given the product [Cl:1][C:2]1[N:3]=[CH:4][C:5]([CH2:8][OH:9])=[N:6][CH:7]=1, predict the reactants needed to synthesize it. (6) Given the product [CH3:15][C:16]([OH:20])([CH3:17])[CH2:18][NH:19][C:2]1[CH:7]=[CH:6][C:5]([S:8]([CH3:11])(=[O:10])=[O:9])=[CH:4][C:3]=1[N+:12]([O-:14])=[O:13], predict the reactants needed to synthesize it. The reactants are: F[C:2]1[CH:7]=[CH:6][C:5]([S:8]([CH3:11])(=[O:10])=[O:9])=[CH:4][C:3]=1[N+:12]([O-:14])=[O:13].[CH3:15][C:16]([OH:20])([CH2:18][NH2:19])[CH3:17].C(N(C(C)C)CC)(C)C. (7) Given the product [ClH:38].[ClH:38].[CH3:34][N:2]([CH3:1])[CH2:3][CH2:4][CH2:5][C:6]1[CH:7]=[C:8]([NH:13][C:14]2[N:15]=[CH:16][C:17]3[CH2:18][C:19](=[S:33])[NH:20][C:21]4[CH:28]=[C:27]([C:29]([F:32])([F:31])[F:30])[CH:26]=[CH:25][C:22]=4[C:23]=3[N:24]=2)[C:9]([CH3:12])=[N:10][CH:11]=1, predict the reactants needed to synthesize it. The reactants are: [CH3:1][N:2]([CH3:34])[CH2:3][CH2:4][CH2:5][C:6]1[CH:7]=[C:8]([NH:13][C:14]2[N:15]=[CH:16][C:17]3[CH2:18][C:19](=[S:33])[NH:20][C:21]4[CH:28]=[C:27]([C:29]([F:32])([F:31])[F:30])[CH:26]=[CH:25][C:22]=4[C:23]=3[N:24]=2)[C:9]([CH3:12])=[N:10][CH:11]=1.C(O)C.[ClH:38]. (8) Given the product [C:1]([O:4][CH2:5][C:6]1[C:11]([C:38]2[CH:39]=[C:40]([NH:46][C:47]3[CH:52]=[CH:51][C:50]([N:53]4[CH2:58][CH2:57][O:56][CH2:55][CH2:54]4)=[CH:49][N:48]=3)[C:41](=[O:45])[N:42]([CH3:44])[CH:43]=2)=[CH:10][C:9]([F:21])=[CH:8][C:7]=1[N:22]1[CH2:33][CH2:32][C:31]2[C:30]3[CH2:29][C:28]([CH3:34])([CH3:35])[CH2:27][C:26]=3[S:25][C:24]=2[C:23]1=[O:36])(=[O:3])[CH3:2], predict the reactants needed to synthesize it. The reactants are: [C:1]([O:4][CH2:5][C:6]1[C:11](B2OC(C)(C)C(C)(C)O2)=[CH:10][C:9]([F:21])=[CH:8][C:7]=1[N:22]1[CH2:33][CH2:32][C:31]2[C:30]3[CH2:29][C:28]([CH3:35])([CH3:34])[CH2:27][C:26]=3[S:25][C:24]=2[C:23]1=[O:36])(=[O:3])[CH3:2].Br[C:38]1[CH:39]=[C:40]([NH:46][C:47]2[CH:52]=[CH:51][C:50]([N:53]3[CH2:58][CH2:57][O:56][CH2:55][CH2:54]3)=[CH:49][N:48]=2)[C:41](=[O:45])[N:42]([CH3:44])[CH:43]=1. (9) Given the product [C:1]([O:4][C:5]1[CH:13]=[C:12]([Cl:14])[CH:11]=[CH:10][C:6]=1[C:7]([NH:15][C:16]1[CH:17]=[CH:18][C:19]([N:22]2[C:26]([C:27]([F:28])([F:29])[F:30])=[CH:25][C:24]([C:31]([F:34])([F:33])[F:32])=[N:23]2)=[CH:20][CH:21]=1)=[O:9])(=[O:3])[CH3:2], predict the reactants needed to synthesize it. The reactants are: [C:1]([O:4][C:5]1[CH:13]=[C:12]([Cl:14])[CH:11]=[CH:10][C:6]=1[C:7]([OH:9])=O)(=[O:3])[CH3:2].[NH2:15][C:16]1[CH:21]=[CH:20][C:19]([N:22]2[C:26]([C:27]([F:30])([F:29])[F:28])=[CH:25][C:24]([C:31]([F:34])([F:33])[F:32])=[N:23]2)=[CH:18][CH:17]=1. (10) Given the product [C:1]([OH:15])(=[O:14])[CH2:2][CH2:3][NH:4][C:5](=[O:13])[C@H:6]([C:8]([CH2:11][OH:12])([CH3:10])[CH3:9])[OH:7], predict the reactants needed to synthesize it. The reactants are: [C:1]([OH:15])(=[O:14])[CH2:2][CH2:3][NH:4][C:5](=[O:13])[C@@H:6]([C:8]([CH2:11][OH:12])([CH3:10])[CH3:9])[OH:7].CC1(C)C(O)C(=O)OC1.C=O.[C-]#N.CC1(C)[C@@H](O)C(=O)OC1.NCCC(O)=O.